This data is from Experimentally validated miRNA-target interactions with 360,000+ pairs, plus equal number of negative samples. The task is: Binary Classification. Given a miRNA mature sequence and a target amino acid sequence, predict their likelihood of interaction. (1) The miRNA is rno-miR-16-5p with sequence UAGCAGCACGUAAAUAUUGGCG. The protein sequence of the target gene is MGSELETAMETLINVFHAHSGKEGDKYKLSKKELKELLQTELSGFLDAQKDVDAVDKVMKELDENGDGEVDFQEYVVLVAALTVACNNFFWENS. Result: 0 (no interaction). (2) The miRNA is hsa-miR-3926 with sequence UGGCCAAAAAGCAGGCAGAGA. The protein sequence of the target gene is MPPAGGPRAPRPAALPRSLSRLRECPGRSRIVLALGATQMALGCLIVAVSFAALALTTSARVRHSCPFWAGFSVLLSGLIGVVSWKRPLSLVITFFMLLSAVCVMLNLAGSILSCQNAQLVNSLEGCQLIKFDSVEVCVCCELQHQSSGCSNLGETLKLNPLQENCNAVRLTLKDLLFSVCALNVLSTIVCALATAMCCMQMVSSDVLQMFLPQRSHPANPTCVTPHGTVLHQTLDFDEFIPPLPPPPYYPPEYTCTPSTEAQRGLHLDFAPSPFGTLYDVAINSPGLLYPAELPPPYEA.... Result: 0 (no interaction).